From a dataset of NCI-60 drug combinations with 297,098 pairs across 59 cell lines. Regression. Given two drug SMILES strings and cell line genomic features, predict the synergy score measuring deviation from expected non-interaction effect. (1) Drug 1: CC1C(C(CC(O1)OC2CC(CC3=C2C(=C4C(=C3O)C(=O)C5=C(C4=O)C(=CC=C5)OC)O)(C(=O)C)O)N)O.Cl. Drug 2: C1=C(C(=O)NC(=O)N1)N(CCCl)CCCl. Cell line: PC-3. Synergy scores: CSS=17.5, Synergy_ZIP=-8.90, Synergy_Bliss=-3.07, Synergy_Loewe=-5.05, Synergy_HSA=-0.423. (2) Drug 1: C1CCC(C1)C(CC#N)N2C=C(C=N2)C3=C4C=CNC4=NC=N3. Drug 2: CC1CCC2CC(C(=CC=CC=CC(CC(C(=O)C(C(C(=CC(C(=O)CC(OC(=O)C3CCCCN3C(=O)C(=O)C1(O2)O)C(C)CC4CCC(C(C4)OC)O)C)C)O)OC)C)C)C)OC. Cell line: HOP-92. Synergy scores: CSS=29.0, Synergy_ZIP=1.96, Synergy_Bliss=3.70, Synergy_Loewe=-11.7, Synergy_HSA=6.17. (3) Drug 1: C1CCN(CC1)CCOC2=CC=C(C=C2)C(=O)C3=C(SC4=C3C=CC(=C4)O)C5=CC=C(C=C5)O. Drug 2: C1=CN(C(=O)N=C1N)C2C(C(C(O2)CO)O)O.Cl. Cell line: OVCAR-8. Synergy scores: CSS=39.3, Synergy_ZIP=1.69, Synergy_Bliss=1.21, Synergy_Loewe=-20.6, Synergy_HSA=0.413. (4) Drug 1: CN(C)N=NC1=C(NC=N1)C(=O)N. Drug 2: CCC(=C(C1=CC=CC=C1)C2=CC=C(C=C2)OCCN(C)C)C3=CC=CC=C3.C(C(=O)O)C(CC(=O)O)(C(=O)O)O. Cell line: SF-268. Synergy scores: CSS=-2.17, Synergy_ZIP=6.39, Synergy_Bliss=9.80, Synergy_Loewe=3.16, Synergy_HSA=3.27. (5) Drug 1: CC1=C2C(C(=O)C3(C(CC4C(C3C(C(C2(C)C)(CC1OC(=O)C(C(C5=CC=CC=C5)NC(=O)OC(C)(C)C)O)O)OC(=O)C6=CC=CC=C6)(CO4)OC(=O)C)OC)C)OC. Drug 2: C(CCl)NC(=O)N(CCCl)N=O. Cell line: BT-549. Synergy scores: CSS=52.4, Synergy_ZIP=5.75, Synergy_Bliss=5.77, Synergy_Loewe=-25.2, Synergy_HSA=5.59. (6) Drug 1: CN(C)N=NC1=C(NC=N1)C(=O)N. Drug 2: CC=C1C(=O)NC(C(=O)OC2CC(=O)NC(C(=O)NC(CSSCCC=C2)C(=O)N1)C(C)C)C(C)C. Cell line: SF-295. Synergy scores: CSS=17.3, Synergy_ZIP=0.337, Synergy_Bliss=0.559, Synergy_Loewe=0.165, Synergy_HSA=0.774. (7) Drug 1: CCCS(=O)(=O)NC1=C(C(=C(C=C1)F)C(=O)C2=CNC3=C2C=C(C=N3)C4=CC=C(C=C4)Cl)F. Drug 2: C1=C(C(=O)NC(=O)N1)F. Cell line: RXF 393. Synergy scores: CSS=36.6, Synergy_ZIP=-0.0943, Synergy_Bliss=3.44, Synergy_Loewe=5.07, Synergy_HSA=5.80. (8) Drug 1: C1=CC=C(C=C1)NC(=O)CCCCCCC(=O)NO. Drug 2: COCCOC1=C(C=C2C(=C1)C(=NC=N2)NC3=CC=CC(=C3)C#C)OCCOC.Cl. Cell line: SNB-19. Synergy scores: CSS=1.20, Synergy_ZIP=1.22, Synergy_Bliss=3.24, Synergy_Loewe=-3.90, Synergy_HSA=-2.81. (9) Drug 1: C1=CC(=CC=C1C#N)C(C2=CC=C(C=C2)C#N)N3C=NC=N3. Synergy scores: CSS=14.1, Synergy_ZIP=-3.70, Synergy_Bliss=-2.14, Synergy_Loewe=-1.26, Synergy_HSA=-0.754. Drug 2: C1CN1P(=S)(N2CC2)N3CC3. Cell line: BT-549.